Dataset: Reaction yield outcomes from USPTO patents with 853,638 reactions. Task: Predict the reaction yield, written as a fraction of the theoretical maximum amount of product (1.0 means a 100% yield; for example, 0.34 means a 34% yield). (1) The reactants are [CH:1]1([C:6]([C:11]2[CH:16]=[CH:15][CH:14]=[CH:13][CH:12]=2)([OH:10])[C:7]([OH:9])=[O:8])[CH2:5][CH2:4][CH2:3][CH2:2]1.[C:17](=O)([O-])[O-].[K+].[K+].CI.O. The catalyst is CN(C=O)C.C(Cl)Cl. The product is [CH:1]1([C:6]([C:11]2[CH:16]=[CH:15][CH:14]=[CH:13][CH:12]=2)([OH:10])[C:7]([O:9][CH3:17])=[O:8])[CH2:5][CH2:4][CH2:3][CH2:2]1. The yield is 0.640. (2) The reactants are I[C:2]1[CH:7]=[C:6]([O:8][CH:9]([CH3:11])[CH3:10])[CH:5]=[C:4]([O:12][CH:13]([CH3:15])[CH3:14])[CH:3]=1.[OH:16][CH2:17][C@@H:18]1[C@:27]2([CH3:28])[C@H:22]([C:23]([CH3:30])([CH3:29])[CH2:24][CH2:25][CH2:26]2)[CH2:21][CH2:20][C@@:19]1([CH3:32])[OH:31].C([O-])([O-])=O.[Cs+].[Cs+].COCCOCCOC. The catalyst is CCOC(C)=O.[Cu]I.C1(C)C=CC=CC=1. The product is [CH3:14][CH:13]([O:12][C:4]1[CH:3]=[C:2]([CH:7]=[C:6]([O:8][CH:9]([CH3:11])[CH3:10])[CH:5]=1)[O:16][CH2:17][C@@H:18]1[C@:27]2([CH3:28])[C@H:22]([C:23]([CH3:30])([CH3:29])[CH2:24][CH2:25][CH2:26]2)[CH2:21][CH2:20][C@@:19]1([CH3:32])[OH:31])[CH3:15]. The yield is 0.660. (3) The reactants are CCN(C(C)C)C(C)C.OC(C(F)(F)F)=O.[NH2:17][CH2:18][C:19]([N:21]1[CH2:26][CH2:25][N:24]([C:27](=[O:38])[C:28]2[CH:33]=[CH:32][CH:31]=[CH:30][C:29]=2[C:34]([F:37])([F:36])[F:35])[CH2:23][CH2:22]1)=[O:20].C1C=CC2N(O)N=NC=2C=1.CCN=C=NCCCN(C)C.[F:60][C:61]([F:77])([F:76])[C:62]1[CH:63]=[C:64]([C:68]2[O:72][C:71]([C:73](O)=[O:74])=[CH:70][CH:69]=2)[CH:65]=[CH:66][CH:67]=1. The catalyst is CN(C=O)C.O. The product is [O:20]=[C:19]([N:21]1[CH2:22][CH2:23][N:24]([C:27](=[O:38])[C:28]2[CH:33]=[CH:32][CH:31]=[CH:30][C:29]=2[C:34]([F:37])([F:35])[F:36])[CH2:25][CH2:26]1)[CH2:18][NH:17][C:73]([C:71]1[O:72][C:68]([C:64]2[CH:65]=[CH:66][CH:67]=[C:62]([C:61]([F:77])([F:60])[F:76])[CH:63]=2)=[CH:69][CH:70]=1)=[O:74]. The yield is 0.370. (4) The reactants are [C:1]1([C@@H:7]([NH:9][C:10]2[C:15]([N+:16]([O-])=O)=CN=[C:12]([C:19]3[CH:28]=[CH:27][CH:26]=[C:25]4[C:20]=3[CH:21]=[CH:22][CH:23]=[N:24]4)[CH:11]=2)[CH3:8])[CH:6]=[CH:5][CH:4]=[CH:3][CH:2]=1.C1([C@@H](NC2[C:43]([N+:44]([O-])=O)=CN=C(Br)C=2)C)C=CC=CC=1.N1C2C=CC=C(B(O)O)C=2C=CC=1.[C:61](=O)([O-])[O-:62].[K+].[K+]. The catalyst is CN(C=O)C.O.C(OCC)(=O)C.C1C=CC([P]([Pd]([P](C2C=CC=CC=2)(C2C=CC=CC=2)C2C=CC=CC=2)([P](C2C=CC=CC=2)(C2C=CC=CC=2)C2C=CC=CC=2)[P](C2C=CC=CC=2)(C2C=CC=CC=2)C2C=CC=CC=2)(C2C=CC=CC=2)C2C=CC=CC=2)=CC=1. The product is [C:1]1([C@@H:7]([N:9]2[C:10]3[C:15](=[N:44][CH:43]=[C:12]([C:19]4[CH:28]=[CH:27][CH:26]=[C:25]5[C:20]=4[CH:21]=[CH:22][CH:23]=[N:24]5)[CH:11]=3)[NH:16][C:61]2=[O:62])[CH3:8])[CH:2]=[CH:3][CH:4]=[CH:5][CH:6]=1. The yield is 0.770. (5) The reactants are [C:1]([O:5][C:6]([N:8]1[CH2:25][CH2:24][C:11]2([C:15](=[O:16])[N:14]([C:17]3[CH:18]=[N:19][C:20](Cl)=[N:21][CH:22]=3)[CH2:13][CH2:12]2)[CH2:10][CH2:9]1)=[O:7])([CH3:4])([CH3:3])[CH3:2].Cl.[CH3:27][C@H:28]1[CH2:32][CH2:31][CH2:30][N:29]1[C@H:33]1[CH2:37][CH2:36][NH:35][CH2:34]1.C([O-])([O-])=O.[K+].[K+].C([O-])(O)=O.[Na+]. The catalyst is CS(C)=O. The product is [C:1]([O:5][C:6]([N:8]1[CH2:25][CH2:24][C:11]2([C:15](=[O:16])[N:14]([C:17]3[CH:18]=[N:19][C:20]([N:35]4[CH2:36][CH2:37][C@H:33]([N:29]5[CH2:30][CH2:31][CH2:32][C@@H:28]5[CH3:27])[CH2:34]4)=[N:21][CH:22]=3)[CH2:13][CH2:12]2)[CH2:10][CH2:9]1)=[O:7])([CH3:4])([CH3:3])[CH3:2]. The yield is 0.150.